From a dataset of Reaction yield outcomes from USPTO patents with 853,638 reactions. Predict the reaction yield, written as a fraction of the theoretical maximum amount of product (1.0 means a 100% yield; for example, 0.34 means a 34% yield). (1) The reactants are [NH2:1][C:2]1[N:7]=[CH:6][N:5]=[C:4]2[N:8]([CH:32]3[CH2:36][CH2:35][NH:34][CH2:33]3)[N:9]=[C:10]([C:11]3[CH:16]=[CH:15][C:14]([NH:17][C:18]([C:20]4[N:21]([CH3:29])[C:22]5[C:27]([CH:28]=4)=[CH:26][CH:25]=[CH:24][CH:23]=5)=[O:19])=[C:13]([O:30][CH3:31])[CH:12]=3)[C:3]=12.[CH3:37][C:38]([CH3:40])=O.C(O[BH-](OC(=O)C)OC(=O)C)(=O)C.[Na+].[OH-].[Na+]. The catalyst is ClC(Cl)C. The product is [NH2:1][C:2]1[N:7]=[CH:6][N:5]=[C:4]2[N:8]([CH:32]3[CH2:36][CH2:35][N:34]([CH:38]([CH3:40])[CH3:37])[CH2:33]3)[N:9]=[C:10]([C:11]3[CH:16]=[CH:15][C:14]([NH:17][C:18]([C:20]4[N:21]([CH3:29])[C:22]5[C:27]([CH:28]=4)=[CH:26][CH:25]=[CH:24][CH:23]=5)=[O:19])=[C:13]([O:30][CH3:31])[CH:12]=3)[C:3]=12. The yield is 0.440. (2) The reactants are C1(P([CH2:15][S:16]([NH:19][C:20](=[O:26])[O:21][C:22]([CH3:25])([CH3:24])[CH3:23])(=[O:18])=[O:17])(C2C=CC=CC=2)=O)C=CC=CC=1.[H-].[Na+].[Cl:29][C:30]1[CH:47]=[C:46]([Cl:48])[CH:45]=[CH:44][C:31]=1[CH2:32][N:33]1[C:37]([CH:38]=O)=[CH:36][C:35]([O:40][CH2:41][O:42][CH3:43])=[N:34]1.[Cl-].[Na+]. The catalyst is CN(C)C=O. The product is [C:22]([O:21][C:20](=[O:26])[NH:19][S:16](/[CH:15]=[CH:38]/[C:37]1[N:33]([CH2:32][C:31]2[CH:44]=[CH:45][C:46]([Cl:48])=[CH:47][C:30]=2[Cl:29])[N:34]=[C:35]([O:40][CH2:41][O:42][CH3:43])[CH:36]=1)(=[O:18])=[O:17])([CH3:25])([CH3:24])[CH3:23]. The yield is 0.420. (3) The reactants are [C:1]([C:3]1[CH:8]=[CH:7][C:6]([CH2:9][OH:10])=[CH:5][CH:4]=1)#[CH:2].O[C:12]1[CH:19]=[CH:18][C:17]([N+:20]([O-:22])=[O:21])=[CH:16][C:13]=1[CH:14]=[O:15].C(=O)([O-])[O-].[K+].[K+].O. The catalyst is CN(C=O)C. The yield is 0.600. The product is [C:1]([C:3]1[CH:8]=[CH:7][C:6]([CH2:9][O:10][C:12]2[CH:19]=[CH:18][C:17]([N+:20]([O-:22])=[O:21])=[CH:16][C:13]=2[CH:14]=[O:15])=[CH:5][CH:4]=1)#[CH:2]. (4) The yield is 0.150. The product is [Cl:1][C:2]1[CH:7]=[CH:6][CH:5]=[CH:4][C:3]=1[NH:8][C:9]1[N:14]2[N:15]=[CH:16][C:17]([S:18]([NH:19][CH2:20][CH2:21][O:22][CH3:23])(=[O:24])=[O:25])=[C:13]2[N:12]=[CH:11][C:10]=1[C:26]([N:41]1[CH2:42][CH2:43][CH:38]([C:35]2[CH:34]=[CH:33][C:32]([F:31])=[CH:37][CH:36]=2)[CH2:39][CH2:40]1)=[O:28]. The reactants are [Cl:1][C:2]1[CH:7]=[CH:6][CH:5]=[CH:4][C:3]=1[NH:8][C:9]1[N:14]2[N:15]=[CH:16][C:17]([S:18](=[O:25])(=[O:24])[NH:19][CH2:20][CH2:21][O:22][CH3:23])=[C:13]2[N:12]=[CH:11][C:10]=1[C:26]([O:28]CC)=O.[F:31][C:32]1[CH:37]=[CH:36][C:35]([CH:38]2[CH2:43][CH2:42][NH:41][CH2:40][CH2:39]2)=[CH:34][CH:33]=1. No catalyst specified. (5) The reactants are C([O:3][CH:4]1C[CH2:8][CH2:7][N:6]([C:10]2[N:11]=[C:12]3[CH:22]=[C:21]([CH2:23][CH2:24][C:25]4[S:26][CH:27]=[C:28]([CH:30]5[CH2:33][CH2:32][CH2:31]5)[N:29]=4)[CH:20]=[CH:19][N:13]3[C:14](=[O:18])[C:15]=2[CH:16]=[O:17])[CH2:5]1)=O.C1(C2N=C(CCC3C=CN4C(=O)C=C(N5CCOCC5)N=C4C=3)SC=2)CCC1. No catalyst specified. The product is [CH:30]1([C:28]2[N:29]=[C:25]([CH2:24][CH2:23][C:21]3[CH:20]=[CH:19][N:13]4[C:14](=[O:18])[C:15]([CH:16]=[O:17])=[C:10]([N:6]5[CH2:5][CH2:4][O:3][CH2:8][CH2:7]5)[N:11]=[C:12]4[CH:22]=3)[S:26][CH:27]=2)[CH2:33][CH2:32][CH2:31]1. The yield is 0.820. (6) The reactants are [CH2:1]([C@@H:8]1[NH:13][CH2:12][CH2:11][N:10]([C:14]2[CH:19]=[CH:18][C:17]([O:20][CH3:21])=[C:16]([O:22][CH:23]3[CH2:27][CH2:26][CH2:25][CH2:24]3)[CH:15]=2)[CH2:9]1)[C:2]1[CH:7]=[CH:6][CH:5]=[CH:4][CH:3]=1.[CH2:28]([N:30]=[C:31]=[O:32])[CH3:29]. The catalyst is C(Cl)Cl. The product is [CH2:28]([NH:30][C:31]([N:13]1[CH2:12][CH2:11][N:10]([C:14]2[CH:19]=[CH:18][C:17]([O:20][CH3:21])=[C:16]([O:22][CH:23]3[CH2:27][CH2:26][CH2:25][CH2:24]3)[CH:15]=2)[CH2:9][C@@H:8]1[CH2:1][C:2]1[CH:3]=[CH:4][CH:5]=[CH:6][CH:7]=1)=[O:32])[CH3:29]. The yield is 0.690.